Dataset: Catalyst prediction with 721,799 reactions and 888 catalyst types from USPTO. Task: Predict which catalyst facilitates the given reaction. (1) Reactant: [OH:1][CH:2]1[CH2:7][CH2:6][N:5]([C:8]([O:10][C:11]([CH3:14])([CH3:13])[CH3:12])=[O:9])[CH2:4][CH2:3]1.[Cl:15][C:16]1[N:21]=[C:20](Cl)[CH:19]=[CH:18][N:17]=1.C(=O)([O-])[O-].[Cs+].[Cs+]. Product: [Cl:15][C:16]1[N:21]=[C:20]([O:1][CH:2]2[CH2:3][CH2:4][N:5]([C:8]([O:10][C:11]([CH3:14])([CH3:13])[CH3:12])=[O:9])[CH2:6][CH2:7]2)[CH:19]=[CH:18][N:17]=1. The catalyst class is: 42. (2) Reactant: [F:1][C:2]([F:23])([F:22])[C:3]([N:5]([CH2:10][C:11]1[CH:16]=[C:15]([C:17]([O:19][CH2:20][CH3:21])=[O:18])[CH:14]=[CH:13][N:12]=1)[CH2:6][CH2:7][CH:8]=O)=[O:4].[N:24]1([CH2:29][CH2:30][CH2:31][NH2:32])[CH2:28][CH2:27][CH2:26][CH2:25]1. Product: [F:1][C:2]([F:23])([F:22])[C:3]([N:5]([CH2:10][C:11]1[CH:16]=[C:15]([C:17]([O:19][CH2:20][CH3:21])=[O:18])[CH:14]=[CH:13][N:12]=1)[CH2:6][CH2:7][CH2:8][NH:32][CH2:31][CH2:30][CH2:29][N:24]1[CH2:28][CH2:27][CH2:26][CH2:25]1)=[O:4]. The catalyst class is: 100. (3) Reactant: C([O:3][C:4](=[O:38])[CH2:5][O:6][C:7]1[CH:8]=[C:9]([C:28]2[CH:33]=[CH:32][CH:31]=[CH:30][C:29]=2[S:34]([CH3:37])(=[O:36])=[O:35])[CH:10]=[CH:11][C:12]=1[CH2:13][CH2:14][NH:15][S:16]([C:19]1[CH:24]=[C:23]([C:25]#[N:26])[CH:22]=[CH:21][C:20]=1[OH:27])(=[O:18])=[O:17])C.[OH-].[Na+].Cl. Product: [C:25]([C:23]1[CH:22]=[CH:21][C:20]([OH:27])=[C:19]([S:16]([NH:15][CH2:14][CH2:13][C:12]2[CH:11]=[CH:10][C:9]([C:28]3[CH:33]=[CH:32][CH:31]=[CH:30][C:29]=3[S:34]([CH3:37])(=[O:36])=[O:35])=[CH:8][C:7]=2[O:6][CH2:5][C:4]([OH:38])=[O:3])(=[O:17])=[O:18])[CH:24]=1)#[N:26]. The catalyst class is: 8. (4) Reactant: [CH2:1]([N:8]1[C:16]2[C:11](=[CH:12][C:13]([NH:17][C:18]3[C:19]([C:27]([O:29]C)=[O:28])=[N:20][C:21]([CH:24]4[CH2:26][CH2:25]4)=[CH:22][CH:23]=3)=[CH:14][CH:15]=2)[CH:10]=[CH:9]1)[C:2]1[CH:7]=[CH:6][CH:5]=[CH:4][CH:3]=1.[OH-].[Na+]. Product: [CH2:1]([N:8]1[C:16]2[C:11](=[CH:12][C:13]([NH:17][C:18]3[C:19]([C:27]([OH:29])=[O:28])=[N:20][C:21]([CH:24]4[CH2:25][CH2:26]4)=[CH:22][CH:23]=3)=[CH:14][CH:15]=2)[CH:10]=[CH:9]1)[C:2]1[CH:7]=[CH:6][CH:5]=[CH:4][CH:3]=1. The catalyst class is: 111. (5) Reactant: Br[C:2]1[C:7]([F:8])=[CH:6][C:5]([S:9]([NH2:12])(=[O:11])=[O:10])=[CH:4][C:3]=1[F:13].[F-].[Cs+].[CH3:16]B(O)O. Product: [F:13][C:3]1[CH:4]=[C:5]([S:9]([NH2:12])(=[O:11])=[O:10])[CH:6]=[C:7]([F:8])[C:2]=1[CH3:16]. The catalyst class is: 104. (6) Reactant: [S:1]1[C:5]([C@H:6]([OH:25])/[CH:7]=[CH:8]/[C@H:9]2[C@H:13]([OH:14])[CH2:12][C:11](=[O:15])[C@@H:10]2[CH2:16]/[CH:17]=[CH:18]\[CH2:19][CH2:20][CH2:21][C:22]([OH:24])=[O:23])=[CH:4][C:3]2[CH:26]=[CH:27][CH:28]=[CH:29][C:2]1=2.[H][H]. Product: [S:1]1[C:5]([C@H:6]([OH:25])[CH2:7][CH2:8][C@H:9]2[C@H:13]([OH:14])[CH2:12][C:11](=[O:15])[C@@H:10]2[CH2:16][CH2:17][CH2:18][CH2:19][CH2:20][CH2:21][C:22]([OH:24])=[O:23])=[CH:4][C:3]2[CH:26]=[CH:27][CH:28]=[CH:29][C:2]1=2. The catalyst class is: 78. (7) Reactant: C(OC([NH:8][CH:9]1[CH2:12][N:11]([C:13]2[C:23]([C:24]#[N:25])=[CH:22][C:16]([C:17]([O:19][CH2:20][CH3:21])=[O:18])=[C:15]([CH3:26])[N:14]=2)[CH2:10]1)=O)(C)(C)C.[ClH:27]. Product: [ClH:27].[ClH:27].[NH2:8][CH:9]1[CH2:10][N:11]([C:13]2[C:23]([C:24]#[N:25])=[CH:22][C:16]([C:17]([O:19][CH2:20][CH3:21])=[O:18])=[C:15]([CH3:26])[N:14]=2)[CH2:12]1. The catalyst class is: 2.